Task: Regression. Given a peptide amino acid sequence and an MHC pseudo amino acid sequence, predict their binding affinity value. This is MHC class I binding data.. Dataset: Peptide-MHC class I binding affinity with 185,985 pairs from IEDB/IMGT (1) The peptide sequence is QIYAGIKVR. The MHC is HLA-C06:02 with pseudo-sequence HLA-C06:02. The binding affinity (normalized) is 0. (2) The peptide sequence is HEKGINPNY. The MHC is HLA-B08:01 with pseudo-sequence HLA-B08:01. The binding affinity (normalized) is 0.0847. (3) The peptide sequence is EHNGGDDPL. The MHC is HLA-B51:01 with pseudo-sequence HLA-B51:01. The binding affinity (normalized) is 0.213. (4) The peptide sequence is VVYMDMGVR. The MHC is HLA-B57:01 with pseudo-sequence HLA-B57:01. The binding affinity (normalized) is 0.0847. (5) The peptide sequence is GMFTNRFGSQ. The MHC is HLA-A32:01 with pseudo-sequence HLA-A32:01. The binding affinity (normalized) is 0. (6) The peptide sequence is GRFQEALKK. The MHC is HLA-A68:02 with pseudo-sequence HLA-A68:02. The binding affinity (normalized) is 0.0847. (7) The peptide sequence is KLRHGQRSL. The MHC is BoLA-HD6 with pseudo-sequence BoLA-HD6. The binding affinity (normalized) is 0.525.